This data is from Forward reaction prediction with 1.9M reactions from USPTO patents (1976-2016). The task is: Predict the product of the given reaction. The product is: [CH2:30]([O:32][C:4]1[N:9]=[C:8]([C:10]2[O:14][N:13]=[C:12]([C:15]3[CH:26]=[C:25]([CH3:27])[C:18]([O:19][CH2:20][CH:21]([OH:24])[CH2:22][OH:23])=[C:17]([CH3:28])[CH:16]=3)[N:11]=2)[CH:7]=[C:6]([CH3:29])[N:5]=1)[CH3:31]. Given the reactants C(N[C:4]1[N:9]=[C:8]([C:10]2[O:14][N:13]=[C:12]([C:15]3[CH:26]=[C:25]([CH3:27])[C:18]([O:19][CH2:20][CH:21]([OH:24])[CH2:22][OH:23])=[C:17]([CH3:28])[CH:16]=3)[N:11]=2)[CH:7]=[C:6]([CH3:29])[N:5]=1)C.[CH2:30]([O:32]C1N=C(C(O)=O)C=C(C)N=1)[CH3:31], predict the reaction product.